From a dataset of Forward reaction prediction with 1.9M reactions from USPTO patents (1976-2016). Predict the product of the given reaction. (1) Given the reactants Br[C:2]1[C:3]([C:16]2[CH:21]=[CH:20][CH:19]=[CH:18][CH:17]=2)=[N:4][C:5]2[C:10]([N:11]=1)=[CH:9][C:8]([C:12]([O:14]C)=[O:13])=[CH:7][CH:6]=2.[OH:22][CH2:23][C:24]1[CH:29]=[CH:28][C:27](B(O)O)=[CH:26][CH:25]=1, predict the reaction product. The product is: [OH:22][CH2:23][C:24]1[CH:29]=[CH:28][C:27]([C:2]2[C:3]([C:16]3[CH:21]=[CH:20][CH:19]=[CH:18][CH:17]=3)=[N:4][C:5]3[C:10]([N:11]=2)=[CH:9][C:8]([C:12]([OH:14])=[O:13])=[CH:7][CH:6]=3)=[CH:26][CH:25]=1. (2) Given the reactants [Br:1][C:2]1[C:22]([F:23])=[CH:21][C:5]2[O:6][C:7]3[C:19]([F:20])=[CH:18][CH:17]=[CH:16][C:8]=3[C@H:9]3[C@H:14]([NH2:15])[CH2:13][CH2:12][CH2:11][N:10]3[C:4]=2[CH:3]=1.[CH3:24][C:25]1([CH3:39])[C@@H:31]([C:32]2[CH:37]=[CH:36][CH:35]=[CH:34][CH:33]=2)[O:30][P:28]([OH:38])(=[O:29])[O:27][CH2:26]1.C(O)C, predict the reaction product. The product is: [OH:38][P:28]1(=[O:29])[O:30][C@@H:31]([C:32]2[CH:37]=[CH:36][CH:35]=[CH:34][CH:33]=2)[C:25]([CH3:24])([CH3:39])[CH2:26][O:27]1.[Br:1][C:2]1[C:22]([F:23])=[CH:21][C:5]2[O:6][C:7]3[C:19]([F:20])=[CH:18][CH:17]=[CH:16][C:8]=3[C@H:9]3[C@H:14]([NH2:15])[CH2:13][CH2:12][CH2:11][N:10]3[C:4]=2[CH:3]=1. (3) Given the reactants [OH:1][C@:2]1([C@@H:17]2[CH2:21][S:20][C:19](=[O:22])[N:18]2[CH2:23][C:24]2[CH:29]=[CH:28][C:27]([O:30][CH3:31])=[CH:26][CH:25]=2)[CH2:7][C@@H:6]([OH:8])[CH2:5][C@@H:4]([CH2:9][CH2:10][C:11]2[CH:16]=[CH:15][CH:14]=[CH:13][CH:12]=2)[O:3]1.O[C@:33]1([C@@H]2CSC(=O)N2CC2C=CC(OC)=CC=2)C[C@@H](O)C[C@@H](CCCC=C)O1, predict the reaction product. The product is: [OH:8][C@H:6]1[CH2:5][C@@H:4]([CH2:9][CH2:10][C:11]2[CH:16]=[CH:15][CH:14]=[CH:13][CH:12]=2)[O:3][C@:2]([C@@H:17]2[CH2:21][S:20][C:19](=[O:22])[N:18]2[CH2:23][C:24]2[CH:29]=[CH:28][C:27]([O:30][CH3:31])=[CH:26][CH:25]=2)([O:1][CH3:33])[CH2:7]1. (4) Given the reactants Cl.Cl.[NH2:3][CH2:4][CH2:5][S:6][S:7][CH2:8][CH2:9][NH2:10].[CH3:11][C:12]([O:15][C:16](O[C:16]([O:15][C:12]([CH3:14])([CH3:13])[CH3:11])=[O:17])=[O:17])([CH3:14])[CH3:13], predict the reaction product. The product is: [NH2:3][CH2:4][CH2:5][S:6][S:7][CH2:8][CH2:9][NH:10][C:16](=[O:17])[O:15][C:12]([CH3:14])([CH3:13])[CH3:11].